Dataset: Catalyst prediction with 721,799 reactions and 888 catalyst types from USPTO. Task: Predict which catalyst facilitates the given reaction. (1) Reactant: [N:1]1(C(OCC2C=CC=CC=2)=O)[CH2:5][CH2:4][CH:3]([C:6]([O:8][C:9]([CH3:12])([CH3:11])[CH3:10])=[O:7])[N:2]1C(OCC1C=CC=CC=1)=O.[H][H].Cl.CCOCC. The catalyst class is: 19. Product: [NH:1]1[CH2:5][CH2:4][CH:3]([C:6]([O:8][C:9]([CH3:12])([CH3:11])[CH3:10])=[O:7])[NH:2]1. (2) Reactant: [OH:1][CH2:2][C@H:3]1[NH:7][C:6](=[O:8])[CH2:5][CH2:4]1.C(N(CC)CC)C.[C:16]1([CH3:26])[CH:21]=[CH:20][C:19]([S:22](Cl)(=[O:24])=[O:23])=[CH:18][CH:17]=1. Product: [O:8]=[C:6]1[NH:7][CH:3]([CH2:2][O:1][S:22]([C:19]2[CH:20]=[CH:21][C:16]([CH3:26])=[CH:17][CH:18]=2)(=[O:24])=[O:23])[CH2:4][CH2:5]1. The catalyst class is: 2. (3) Reactant: [CH2:1]([N:8]1[CH2:13][CH2:12][N:11]([C:14]2(C(N)=O)[CH2:19][CH2:18][CH2:17][CH2:16][CH2:15]2)[CH2:10][CH2:9]1)[C:2]1[CH:7]=[CH:6][CH:5]=[CH:4][CH:3]=1.[H-].[Na+].CI.O.[CH3:28][N:29]([CH:31]=[O:32])[CH3:30]. Product: [CH2:1]([N:8]1[CH2:9][CH2:10][N:11]([C:14]2([C:31]([N:29]([CH3:30])[CH3:28])=[O:32])[CH2:15][CH2:16][CH2:17][CH2:18][CH2:19]2)[CH2:12][CH2:13]1)[C:2]1[CH:3]=[CH:4][CH:5]=[CH:6][CH:7]=1. The catalyst class is: 1. (4) Reactant: [Cl:1][C:2]1[CH:3]=[C:4]([C:8]2[N:9]=[C:10]([NH:29]C(=O)C)[NH:11][C:12]=2[C:13]2[CH:28]=[CH:27][C:16]3[N:17]([CH:22]4[CH2:26][CH2:25][CH2:24][CH2:23]4)[C:18](=[O:21])[N:19]([CH3:20])[C:15]=3[CH:14]=2)[CH:5]=[CH:6][CH:7]=1.S(=O)(=O)(O)O. Product: [ClH:1].[NH2:29][C:10]1[NH:11][C:12]([C:13]2[CH:28]=[CH:27][C:16]3[N:17]([CH:22]4[CH2:26][CH2:25][CH2:24][CH2:23]4)[C:18](=[O:21])[N:19]([CH3:20])[C:15]=3[CH:14]=2)=[C:8]([C:4]2[CH:5]=[CH:6][CH:7]=[C:2]([Cl:1])[CH:3]=2)[N:9]=1. The catalyst class is: 24. (5) Reactant: [Si:1]([O:8][C:9]1[CH:10]=[C:11]2[C:15](=[CH:16][CH:17]=1)[NH:14][CH:13]=[CH:12]2)([C:4]([CH3:7])([CH3:6])[CH3:5])([CH3:3])[CH3:2].[H-].[Na+].[CH3:20]I. Product: [Si:1]([O:8][C:9]1[CH:10]=[C:11]2[C:15](=[CH:16][CH:17]=1)[N:14]([CH3:20])[CH:13]=[CH:12]2)([C:4]([CH3:7])([CH3:6])[CH3:5])([CH3:3])[CH3:2]. The catalyst class is: 1. (6) Reactant: [Cl:1][C:2]1[CH:36]=[CH:35][C:5](/[CH:6]=[N:7]/[NH:8][C:9]([C:11]2[CH:16]=[C:15]([N:17]3[CH2:22][CH2:21][CH2:20][CH2:19][CH2:18]3)[CH:14]=[CH:13][C:12]=2[NH:23][C:24]([C:26]2[CH:27]=[C:28]([CH:32]=[CH:33][CH:34]=2)[C:29]([OH:31])=O)=[O:25])=[O:10])=[CH:4][C:3]=1[C:37]([F:40])([F:39])[F:38].[NH2:41][CH2:42][CH2:43][CH2:44][OH:45].CN(C(ON1N=NC2C=CC=NC1=2)=[N+](C)C)C.F[P-](F)(F)(F)(F)F.C(N(C(C)C)CC)(C)C. Product: [Cl:1][C:2]1[CH:36]=[CH:35][C:5](/[CH:6]=[N:7]/[NH:8][C:9]([C:11]2[CH:16]=[C:15]([N:17]3[CH2:18][CH2:19][CH2:20][CH2:21][CH2:22]3)[CH:14]=[CH:13][C:12]=2[NH:23][C:24](=[O:25])[C:26]2[CH:34]=[CH:33][CH:32]=[C:28]([C:29]([NH:41][CH2:42][CH2:43][CH2:44][OH:45])=[O:31])[CH:27]=2)=[O:10])=[CH:4][C:3]=1[C:37]([F:38])([F:39])[F:40]. The catalyst class is: 3. (7) Reactant: B1(C)OC(C2C=CC=CC=2)(C2C=CC=CC=2)[C@H]2N1CCC2.[CH3:22][O:23][C:24]1([O:31][CH3:32])[CH2:29][CH2:28][O:27][CH2:26][C:25]1=[O:30]. Product: [CH3:22][O:23][C:24]1([O:31][CH3:32])[CH2:29][CH2:28][O:27][CH2:26][C@H:25]1[OH:30]. The catalyst class is: 1. (8) Reactant: [CH:1]1(/[CH:5]=[N:6]/[S@:7]([C:9]([CH3:12])([CH3:11])[CH3:10])=[O:8])[CH2:4][CH2:3][CH2:2]1.[C:13]1([Mg]Br)[CH:18]=[CH:17][CH:16]=[CH:15][CH:14]=1. Product: [CH:1]1([CH:5]([C:13]2[CH:18]=[CH:17][CH:16]=[CH:15][CH:14]=2)[NH:6][S:7]([C:9]([CH3:12])([CH3:11])[CH3:10])=[O:8])[CH2:2][CH2:3][CH2:4]1. The catalyst class is: 2. (9) Reactant: Br[C:2]1[CH:7]=[CH:6][C:5]([Br:8])=[CH:4][N:3]=1.[C:9]([C:11]1[CH:12]=[C:13]2[C:17](=[CH:18][CH:19]=1)[N:16]([CH2:20][CH2:21][OH:22])[CH:15]=[CH:14]2)#[CH:10].C(NC(C)C)(C)C. Product: [Br:8][C:5]1[CH:6]=[CH:7][C:2]([C:10]#[C:9][C:11]2[CH:12]=[C:13]3[C:17](=[CH:18][CH:19]=2)[N:16]([CH2:20][CH2:21][OH:22])[CH:15]=[CH:14]3)=[N:3][CH:4]=1. The catalyst class is: 700.